From a dataset of Reaction yield outcomes from USPTO patents with 853,638 reactions. Predict the reaction yield, written as a fraction of the theoretical maximum amount of product (1.0 means a 100% yield; for example, 0.34 means a 34% yield). (1) The reactants are [C:1]([C:4]1[C:9](=[O:10])[C:8]([O:11][CH3:12])=[CH:7][N:6]([C:13]2[CH:18]=[C:17]([I:19])[CH:16]=[CH:15][C:14]=2[F:20])[N:5]=1)(=O)[CH3:2].[CH3:21]C(O)=O.[C:25]1([NH:31][NH2:32])[CH:30]=[CH:29][CH:28]=[CH:27][CH:26]=1. The catalyst is COC(OC)N(C)C. The product is [F:20][C:14]1[CH:15]=[CH:16][C:17]([I:19])=[CH:18][C:13]=1[N:6]1[CH:7]=[C:8]([O:11][CH3:12])[C:9](=[O:10])[C:4]([C:1]2[N:31]([C:25]3[CH:30]=[CH:29][CH:28]=[CH:27][CH:26]=3)[N:32]=[CH:21][CH:2]=2)=[N:5]1. The yield is 0.600. (2) The reactants are [C:1]([O:5][C:6]([NH:8][C@@H:9]([C@H:22]([CH2:30][CH3:31])[CH2:23][CH:24]([CH3:29])[CH2:25][CH2:26][CH:27]=[CH2:28])[C:10]([N:12]1[CH2:16][C@H:15]([OH:17])[CH2:14][C@H:13]1[C:18]([O:20]C)=[O:19])=[O:11])=[O:7])([CH3:4])([CH3:3])[CH3:2].O.[Li+].[OH-].CO. The catalyst is C1COCC1. The product is [C:1]([O:5][C:6]([NH:8][C@@H:9]([C@H:22]([CH2:30][CH3:31])[CH2:23][CH:24]([CH3:29])[CH2:25][CH2:26][CH:27]=[CH2:28])[C:10]([N:12]1[CH2:16][C@H:15]([OH:17])[CH2:14][C@H:13]1[C:18]([OH:20])=[O:19])=[O:11])=[O:7])([CH3:4])([CH3:3])[CH3:2]. The yield is 0.900. (3) The reactants are [CH2:1]([C:8]1[N:13]=[N:12][C:11]([N:14]2[CH2:19][CH2:18][CH:17]([C:20](O)=O)[CH2:16][CH2:15]2)=[C:10]([CH3:23])[C:9]=1[CH3:24])[C:2]1[CH:7]=[CH:6][CH:5]=[CH:4][CH:3]=1.[NH2:25][C:26]1[C:31]([NH2:32])=[CH:30][CH:29]=[CH:28][N:27]=1. The catalyst is C(Cl)Cl. The product is [CH2:1]([C:8]1[N:13]=[N:12][C:11]([N:14]2[CH2:19][CH2:18][CH:17]([C:20]3[NH:32][C:31]4[C:26]([N:25]=3)=[N:27][CH:28]=[CH:29][CH:30]=4)[CH2:16][CH2:15]2)=[C:10]([CH3:23])[C:9]=1[CH3:24])[C:2]1[CH:7]=[CH:6][CH:5]=[CH:4][CH:3]=1. The yield is 0.550.